This data is from Tox21: 12 toxicity assays (nuclear receptors and stress response pathways). The task is: Binary classification across 12 toxicity assays. (1) The molecule is C#C[C@]1(OC(C)=O)CC[C@H]2[C@@H]3CCC4=C[C@@H](OC(C)=O)CC[C@@H]4[C@H]3CC[C@@]21C. It tested positive (active) for: NR-AR (Androgen Receptor agonist activity), NR-AR-LBD (Androgen Receptor Ligand Binding Domain agonist), NR-Aromatase (Aromatase enzyme inhibition), NR-ER (Estrogen Receptor agonist activity), NR-ER-LBD (Estrogen Receptor Ligand Binding Domain agonist), SR-ARE (Antioxidant Response Element (oxidative stress)), SR-MMP (Mitochondrial Membrane Potential disruption), and SR-p53 (p53 tumor suppressor activation). (2) The compound is CCCCCCCCn1cc[n+](C)c1. It tested positive (active) for: NR-Aromatase (Aromatase enzyme inhibition), SR-ARE (Antioxidant Response Element (oxidative stress)), and SR-MMP (Mitochondrial Membrane Potential disruption). (3) The drug is Nc1ccc2ccccc2c1. It tested positive (active) for: NR-AhR (Aryl hydrocarbon Receptor agonist activity). (4) The molecule is C#Cc1cccc(Nc2ncnc3cc(OCCOC)c(OCCOC)cc23)c1. It tested positive (active) for: NR-AR (Androgen Receptor agonist activity), NR-AhR (Aryl hydrocarbon Receptor agonist activity), NR-Aromatase (Aromatase enzyme inhibition), and SR-ARE (Antioxidant Response Element (oxidative stress)). (5) The drug is CCc1cc(Cc2cc(CC)c(N)c(CC)c2)cc(CC)c1N. It tested positive (active) for: NR-AhR (Aryl hydrocarbon Receptor agonist activity). (6) It tested positive (active) for: NR-AR-LBD (Androgen Receptor Ligand Binding Domain agonist), NR-AhR (Aryl hydrocarbon Receptor agonist activity), NR-Aromatase (Aromatase enzyme inhibition), NR-ER-LBD (Estrogen Receptor Ligand Binding Domain agonist), NR-PPAR-gamma (PPAR-gamma nuclear receptor agonist), SR-ARE (Antioxidant Response Element (oxidative stress)), SR-HSE (Heat Shock Element response), and SR-MMP (Mitochondrial Membrane Potential disruption). The compound is CN(C)c1ccc(C(=C2C=CC(=[N+](C)C)C=C2)c2ccc(N(C)C)cc2)cc1. (7) It tested positive (active) for: SR-ARE (Antioxidant Response Element (oxidative stress)). The molecule is CC1(C)NC(=O)N(c2ccc([N+](=O)[O-])c(C(F)(F)F)c2)C1=O. (8) The compound is CCOP(=O)(OCC)Oc1nc(Cl)c(Cl)cc1Cl. It tested positive (active) for: NR-Aromatase (Aromatase enzyme inhibition), NR-ER-LBD (Estrogen Receptor Ligand Binding Domain agonist), and SR-MMP (Mitochondrial Membrane Potential disruption). (9) It tested positive (active) for: NR-AhR (Aryl hydrocarbon Receptor agonist activity), NR-Aromatase (Aromatase enzyme inhibition), and SR-HSE (Heat Shock Element response). The molecule is c1ccc(-c2ccc(C(c3ccccc3)n3ccnc3)cc2)cc1. (10) The molecule is CCCCCCN. It tested positive (active) for: SR-HSE (Heat Shock Element response).